From a dataset of Forward reaction prediction with 1.9M reactions from USPTO patents (1976-2016). Predict the product of the given reaction. (1) The product is: [Cl:12][C:13]1[CH:18]=[CH:17][C:16]([N:19]2[C:23]([CH3:24])=[C:22]([C:25]([NH:31][C:32]3[C:33](=[O:46])[N:34]([C:39]4[CH:44]=[CH:43][CH:42]=[CH:41][C:40]=4[F:45])[N:35]([CH3:38])[C:36]=3[CH3:37])=[O:27])[N:21]=[N:20]2)=[C:15]([CH:28]2[CH2:30][CH2:29]2)[CH:14]=1. Given the reactants C(Cl)(=O)C(Cl)=O.CN(C=O)C.[Cl:12][C:13]1[CH:18]=[CH:17][C:16]([N:19]2[C:23]([CH3:24])=[C:22]([C:25]([OH:27])=O)[N:21]=[N:20]2)=[C:15]([CH:28]2[CH2:30][CH2:29]2)[CH:14]=1.[NH2:31][C:32]1[C:33](=[O:46])[N:34]([C:39]2[CH:44]=[CH:43][CH:42]=[CH:41][C:40]=2[F:45])[N:35]([CH3:38])[C:36]=1[CH3:37].C(N(CC)CC)C, predict the reaction product. (2) Given the reactants [Br:1][C:2]1[CH:7]=[CH:6][C:5]([N:8]2[C:12](C(O)=O)=[C:11]([CH3:16])[N:10]=[N:9]2)=[CH:4][CH:3]=1.[C@H:17]1([OH:26])[C:25]2[C:20](=[CH:21][CH:22]=[CH:23][CH:24]=2)[CH2:19][CH2:18]1.C1(P(N=[N+]=[N-])(C2C=CC=CC=2)=[O:34])C=CC=CC=1.C([N:46]([CH2:49]C)CC)C, predict the reaction product. The product is: [C@H:17]1([O:26][C:49](=[O:34])[NH:46][C:12]2[N:8]([C:5]3[CH:4]=[CH:3][C:2]([Br:1])=[CH:7][CH:6]=3)[N:9]=[N:10][C:11]=2[CH3:16])[C:25]2[C:20](=[CH:21][CH:22]=[CH:23][CH:24]=2)[CH2:19][CH2:18]1. (3) Given the reactants [CH2:1]([O:3][C:4]1[CH:12]=[CH:11][C:7]([C:8]([OH:10])=O)=[CH:6][N:5]=1)[CH3:2].C1N=CN(C(N2C=NC=C2)=O)C=1.CN(C)C=O.CS(O)(=O)=O.[NH2:35][CH2:36][C:37]1[CH:38]=[C:39]2[C:43](=[CH:44][CH:45]=1)[C:42](=[O:46])[N:41]([CH:47]1[CH2:52][CH2:51][C:50](=[O:53])[NH:49][C:48]1=[O:54])[C:40]2=[O:55], predict the reaction product. The product is: [O:54]=[C:48]1[CH:47]([N:41]2[C:40](=[O:55])[C:39]3[C:43](=[CH:44][CH:45]=[C:37]([CH2:36][NH:35][C:8](=[O:10])[C:7]4[CH:11]=[CH:12][C:4]([O:3][CH2:1][CH3:2])=[N:5][CH:6]=4)[CH:38]=3)[C:42]2=[O:46])[CH2:52][CH2:51][C:50](=[O:53])[NH:49]1. (4) Given the reactants [CH2:1]([N:3]1[CH2:8][N:7]([CH3:9])[CH2:6][N:5]([C:10]2[S:11][C:12]3[C:18]([CH:19]=[O:20])=[CH:17][C:16]([C:21]4[CH:22]=[N:23][C:24]([N:27]5[CH2:32][CH2:31][C:30]([CH3:38])([C:33]([O:35][CH2:36][CH3:37])=[O:34])[CH2:29][CH2:28]5)=[N:25][CH:26]=4)=[CH:15][C:13]=3[N:14]=2)[C:4]1=[O:39])[CH3:2].[BH4-].[Na+], predict the reaction product. The product is: [CH2:1]([N:3]1[CH2:8][N:7]([CH3:9])[CH2:6][N:5]([C:10]2[S:11][C:12]3[C:18]([CH2:19][OH:20])=[CH:17][C:16]([C:21]4[CH:22]=[N:23][C:24]([N:27]5[CH2:28][CH2:29][C:30]([CH3:38])([C:33]([O:35][CH2:36][CH3:37])=[O:34])[CH2:31][CH2:32]5)=[N:25][CH:26]=4)=[CH:15][C:13]=3[N:14]=2)[C:4]1=[O:39])[CH3:2]. (5) Given the reactants C([O:4][CH2:5][C:6]([NH:8][CH:9]([C:31]1[CH:36]=[CH:35][N:34]=[CH:33][CH:32]=1)[S:10][C:11]1[C:16]([C:17]([NH:19][C:20]2[CH:25]=[CH:24][C:23]([O:26][C:27]([F:30])([F:29])[F:28])=[CH:22][CH:21]=2)=[O:18])=[CH:15][CH:14]=[CH:13][N:12]=1)=[O:7])(=O)C, predict the reaction product. The product is: [OH:4][CH2:5][C:6]([NH:8][CH:9]([C:31]1[CH:32]=[CH:33][N:34]=[CH:35][CH:36]=1)[S:10][C:11]1[C:16]([C:17]([NH:19][C:20]2[CH:21]=[CH:22][C:23]([O:26][C:27]([F:28])([F:29])[F:30])=[CH:24][CH:25]=2)=[O:18])=[CH:15][CH:14]=[CH:13][N:12]=1)=[O:7]. (6) Given the reactants Cl[C:2]1[N:7]=[CH:6][C:5]([O:8][C:9]2[CH:14]=[CH:13][C:12]([S:15]([NH:18][C:19]3[S:20][CH:21]=[CH:22][N:23]=3)(=[O:17])=[O:16])=[CH:11][C:10]=2[C:24]#[N:25])=[C:4]([C:26]2[N:30]([CH3:31])[N:29]=[CH:28][CH:27]=2)[CH:3]=1.[F:32][C:33]1[CH:38]=[CH:37][C:36](B(O)O)=[CH:35][CH:34]=1.C([O-])([O-])=O.[Na+].[Na+].O, predict the reaction product. The product is: [C:24]([C:10]1[CH:11]=[C:12]([S:15]([NH:18][C:19]2[S:20][CH:21]=[CH:22][N:23]=2)(=[O:17])=[O:16])[CH:13]=[CH:14][C:9]=1[O:8][C:5]1[CH:6]=[N:7][C:2]([C:36]2[CH:37]=[CH:38][C:33]([F:32])=[CH:34][CH:35]=2)=[CH:3][C:4]=1[C:26]1[N:30]([CH3:31])[N:29]=[CH:28][CH:27]=1)#[N:25]. (7) Given the reactants C([C@H]1CCOC(=O)N1C(=O)[C@@H:16]([C@H:21]([O:29][Si:30]([C:33]([CH3:36])([CH3:35])[CH3:34])([CH3:32])[CH3:31])[C:22]1[CH:23]=[N:24][C:25]([Cl:28])=[CH:26][CH:27]=1)[CH2:17][CH2:18][C:19]#[CH:20])C1C=CC=CC=1.[O:38]1[CH2:42]CCC1.[OH:43]O.[OH-].[Na+], predict the reaction product. The product is: [Si:30]([O:29][C@H:21]([C:22]1[CH:23]=[N:24][C:25]([Cl:28])=[CH:26][CH:27]=1)[C@@H:16]([CH2:17][CH2:18][C:19]#[CH:20])[C:42]([OH:38])=[O:43])([C:33]([CH3:34])([CH3:36])[CH3:35])([CH3:32])[CH3:31]. (8) Given the reactants [OH:1][C:2]1[CH:10]=[CH:9][C:8]([S:11]([N:14]2[CH:27]([CH3:28])[C:26]3[C:21](=[CH:22][CH:23]=[CH:24][CH:25]=3)[C:20]3[CH:19]=[CH:18][CH:17]=[CH:16][C:15]2=3)(=[O:13])=[O:12])=[CH:7][C:3]=1[C:4](O)=[O:5], predict the reaction product. The product is: [OH:5][CH2:4][C:3]1[CH:7]=[C:8]([S:11]([N:14]2[CH:27]([CH3:28])[C:26]3[C:21](=[CH:22][CH:23]=[CH:24][CH:25]=3)[C:20]3[CH:19]=[CH:18][CH:17]=[CH:16][C:15]2=3)(=[O:12])=[O:13])[CH:9]=[CH:10][C:2]=1[OH:1]. (9) Given the reactants Cl[C:2]1[N:7]=[C:6]([O:8][CH:9]([CH3:11])[CH3:10])[C:5]([C:12]([NH:14][CH:15]2[CH:22]3[CH2:23][CH:18]4[CH2:19][C:20]([OH:25])([CH2:24][CH:16]2[CH2:17]4)[CH2:21]3)=[O:13])=[CH:4][N:3]=1.Cl.[O:27]1[CH2:31][CH2:30][C@H:29]([NH2:32])[CH2:28]1.CCN(C(C)C)C(C)C, predict the reaction product. The product is: [OH:25][C:20]12[CH2:24][CH:16]3[CH2:17][CH:18]([CH2:23][CH:22]([CH:15]3[NH:14][C:12]([C:5]3[C:6]([O:8][CH:9]([CH3:11])[CH3:10])=[N:7][C:2]([NH:32][C@H:29]4[CH2:30][CH2:31][O:27][CH2:28]4)=[N:3][CH:4]=3)=[O:13])[CH2:21]1)[CH2:19]2.